Task: Predict the reactants needed to synthesize the given product.. Dataset: Full USPTO retrosynthesis dataset with 1.9M reactions from patents (1976-2016) (1) Given the product [NH3:4].[NH2:47][CH2:22][CH2:21][N:5]1[C:6]([CH2:19][CH3:20])=[C:7]([O:8][C:9]2[CH:10]=[C:11]([CH:15]=[C:16]([F:18])[CH:17]=2)[C:12]([NH2:14])=[O:13])[C:3]([CH2:1][CH3:2])=[N:4]1, predict the reactants needed to synthesize it. The reactants are: [CH2:1]([C:3]1[C:7]([O:8][C:9]2[CH:10]=[C:11]([CH:15]=[C:16]([F:18])[CH:17]=2)[C:12]([NH2:14])=[O:13])=[C:6]([CH2:19][CH3:20])[N:5]([CH2:21][CH2:22]O)[N:4]=1)[CH3:2].C1(P(C2C=CC=CC=2)C2C=CC=CC=2)C=CC=CC=1.C1(=O)[NH:47]C(=O)C2=CC=CC=C12.CC(OC(/N=N/C(OC(C)C)=O)=O)C.O.NN. (2) Given the product [CH:20]1([C:23]([NH:31][C:10]([C:7]2[CH:6]=[C:5]([O:13][C@H:14]([CH3:19])[C:15]([F:18])([F:17])[F:16])[C:4]([CH:1]3[CH2:2][CH2:3]3)=[CH:9][N:8]=2)=[O:12])([C:25]2[N:29]=[C:28]([CH3:30])[O:27][N:26]=2)[CH3:24])[CH2:22][CH2:21]1, predict the reactants needed to synthesize it. The reactants are: [CH:1]1([C:4]2[C:5]([O:13][C@H:14]([CH3:19])[C:15]([F:18])([F:17])[F:16])=[CH:6][C:7]([C:10]([OH:12])=O)=[N:8][CH:9]=2)[CH2:3][CH2:2]1.[CH:20]1([C:23]([NH2:31])([C:25]2[N:29]=[C:28]([CH3:30])[O:27][N:26]=2)[CH3:24])[CH2:22][CH2:21]1. (3) Given the product [NH2:50][C:47]1[CH:48]=[CH:49][C:44]([C:42]([NH:41][CH:11]2[CH2:10][CH:9]([OH:8])[CH2:14][CH:13]([NH:15][C:16]3[N:21]=[C:20]([C:22]4[C:30]5[C:25](=[CH:26][CH:27]=[CH:28][CH:29]=5)[NH:24][CH:23]=4)[C:19]([Cl:40])=[CH:18][N:17]=3)[CH2:12]2)=[O:43])=[CH:45][CH:46]=1, predict the reactants needed to synthesize it. The reactants are: [Si]([O:8][CH:9]1[CH2:14][CH:13]([NH:15][C:16]2[N:21]=[C:20]([C:22]3[C:30]4[C:25](=[CH:26][CH:27]=[CH:28][CH:29]=4)[N:24](S(C4C=CC=CC=4)(=O)=O)[CH:23]=3)[C:19]([Cl:40])=[CH:18][N:17]=2)[CH2:12][CH:11]([NH:41][C:42]([C:44]2[CH:49]=[CH:48][C:47]([NH:50]C(=O)OC(C)(C)C)=[CH:46][CH:45]=2)=[O:43])[CH2:10]1)(C(C)(C)C)(C)C.CCCC[N+](CCCC)(CCCC)CCCC.[F-]. (4) Given the product [CH:20]([O:19][CH:13]([CH2:12][C:6]1[CH:7]=[CH:8][C:9]([O:10][CH3:11])=[C:4]([CH2:3][CH2:2][O:1][C:32]([NH:31][C:28]2[CH:27]=[CH:26][C:25]([C:24]([F:23])([F:34])[F:35])=[CH:30][CH:29]=2)=[O:33])[CH:5]=1)[C:14]([OH:16])=[O:15])([CH3:21])[CH3:22], predict the reactants needed to synthesize it. The reactants are: [OH:1][CH2:2][CH2:3][C:4]1[CH:5]=[C:6]([CH2:12][CH:13]([O:19][CH:20]([CH3:22])[CH3:21])[C:14]([O:16]CC)=[O:15])[CH:7]=[CH:8][C:9]=1[O:10][CH3:11].[F:23][C:24]([F:35])([F:34])[C:25]1[CH:30]=[CH:29][C:28]([N:31]=[C:32]=[O:33])=[CH:27][CH:26]=1. (5) The reactants are: [C:1]([O:5][C:6](=[O:14])[NH:7][CH2:8][CH2:9][CH2:10][CH2:11][CH2:12][NH2:13])([CH3:4])([CH3:3])[CH3:2].[CH2:15](Br)[C:16]1[CH:21]=[CH:20][CH:19]=[CH:18][CH:17]=1.C(=O)([O-])[O-].[Na+].[Na+]. Given the product [C:1]([O:5][C:6](=[O:14])[NH:7][CH2:8][CH2:9][CH2:10][CH2:11][CH2:12][N:13]([CH2:15][C:16]1[CH:21]=[CH:20][CH:19]=[CH:18][CH:17]=1)[CH2:15][C:16]1[CH:21]=[CH:20][CH:19]=[CH:18][CH:17]=1)([CH3:4])([CH3:2])[CH3:3], predict the reactants needed to synthesize it. (6) Given the product [N+:3]([O-:6])([O-:5])=[O:4].[NH2:19][N+:15]1[CH:16]=[CH:17][CH:18]=[C:13]([F:12])[CH:14]=1, predict the reactants needed to synthesize it. The reactants are: [O-2].[Ba+2].[N+:3]([O-:6])([O-:5])=[O:4].[Ba+2].[N+:3]([O-:6])([O-:5])=[O:4].[F:12][C:13]1[CH:14]=[N:15][CH:16]=[CH:17][CH:18]=1.[NH:19](S(O)(=O)=O)O. (7) Given the product [CH:21]1([C:18]2[CH:19]=[CH:20][C:15]([C:11]([OH:13])=[O:12])=[CH:16][C:17]=2[C:27]([F:28])([F:29])[F:30])[CH2:22][CH2:23][CH2:24][CH2:25][CH2:26]1, predict the reactants needed to synthesize it. The reactants are: C([Mg]Cl)(C)C.C([Li])CCC.[C:11](=[O:13])=[O:12].Br[C:15]1[CH:20]=[CH:19][C:18]([CH:21]2[CH2:26][CH2:25][CH2:24][CH2:23][CH2:22]2)=[C:17]([C:27]([F:30])([F:29])[F:28])[CH:16]=1. (8) The reactants are: [CH3:1][O:2][C:3]([C:5]1([C:8]2[CH:13]=[CH:12][C:11]([OH:14])=[C:10]([C:15](=O)[CH3:16])[CH:9]=2)[CH2:7][CH2:6]1)=[O:4].Cl.[NH2:19][OH:20].C([O-])(=O)C.[Na+]. Given the product [CH3:1][O:2][C:3]([C:5]1([C:8]2[CH:13]=[CH:12][C:11]([OH:14])=[C:10]([C:15](=[N:19][OH:20])[CH3:16])[CH:9]=2)[CH2:7][CH2:6]1)=[O:4], predict the reactants needed to synthesize it. (9) Given the product [NH2:1][C:2]1[N:6]([CH2:10][CH2:11][CH2:12][CH3:13])[CH:5]=[N:4][C:3]=1[C:7]([NH2:9])=[O:8], predict the reactants needed to synthesize it. The reactants are: [NH2:1][C:2]1[NH:6][CH:5]=[N:4][C:3]=1[C:7]([NH2:9])=[O:8].[CH2:10](OS(C1C=CC(C)=CC=1)(=O)=O)[CH2:11][CH2:12][CH3:13].C([O-])([O-])=O.[Cs+].[Cs+]. (10) Given the product [Br:35][CH2:36][CH2:37][O:21][C:12]1[CH:11]=[C:10]([CH:15]=[CH:14][C:13]=1[CH2:16][S:17]([CH3:20])(=[O:19])=[O:18])[C:9]([NH:8][C:5]1[CH:6]=[CH:7][C:2]([Cl:1])=[C:3]([C:23]2[CH:28]=[CH:27][CH:26]=[CH:25][N:24]=2)[CH:4]=1)=[O:22], predict the reactants needed to synthesize it. The reactants are: [Cl:1][C:2]1[CH:7]=[CH:6][C:5]([NH:8][C:9](=[O:22])[C:10]2[CH:15]=[CH:14][C:13]([CH2:16][S:17]([CH3:20])(=[O:19])=[O:18])=[C:12]([OH:21])[CH:11]=2)=[CH:4][C:3]=1[C:23]1[CH:28]=[CH:27][CH:26]=[CH:25][N:24]=1.C(=O)([O-])[O-].[Cs+].[Cs+].[Br:35][CH2:36][CH2:37]Br.